This data is from Reaction yield outcomes from USPTO patents with 853,638 reactions. The task is: Predict the reaction yield, written as a fraction of the theoretical maximum amount of product (1.0 means a 100% yield; for example, 0.34 means a 34% yield). (1) The reactants are [F:1][CH:2]([F:19])[O:3][C:4]1[CH:9]=[CH:8][C:7](B2OC(C)(C)C(C)(C)O2)=[CH:6][CH:5]=1.Cl[C:21]1[CH:26]=[CH:25][N:24]([C:27]2[CH:32]=[CH:31][C:30]([O:33][CH2:34][C:35]([OH:38])([CH3:37])[CH3:36])=[C:29]([O:39][CH3:40])[CH:28]=2)[C:23](=[O:41])[CH:22]=1.[O-]P([O-])([O-])=O.[K+].[K+].[K+].C1(P(C2CCCCC2)C2C=CC=CC=2C2C(OC)=CC=CC=2OC)CCCCC1. The catalyst is C1(C)C=CC=CC=1.O.C([O-])(=O)C.[Pd+2].C([O-])(=O)C. The product is [F:19][CH:2]([F:1])[O:3][C:4]1[CH:5]=[CH:6][C:7]([C:21]2[CH:26]=[CH:25][N:24]([C:27]3[CH:32]=[CH:31][C:30]([O:33][CH2:34][C:35]([OH:38])([CH3:37])[CH3:36])=[C:29]([O:39][CH3:40])[CH:28]=3)[C:23](=[O:41])[CH:22]=2)=[CH:8][CH:9]=1. The yield is 0.367. (2) The reactants are [Br:1][C:2]1[S:6][C:5]([CH2:7][NH2:8])=[CH:4][CH:3]=1.[NH2:9][C:10]1[N:18]=[C:17]([CH2:19][O:20][CH3:21])[CH:16]=[CH:15][C:11]=1[C:12](O)=[O:13].F[P-](F)(F)(F)(F)F.N1(O[P+](N(C)C)(N(C)C)N(C)C)C2C=CC=CC=2N=N1. The catalyst is CN(C)C=O. The product is [NH2:9][C:10]1[N:18]=[C:17]([CH2:19][O:20][CH3:21])[CH:16]=[CH:15][C:11]=1[C:12]([NH:8][CH2:7][C:5]1[S:6][C:2]([Br:1])=[CH:3][CH:4]=1)=[O:13]. The yield is 0.790. (3) The reactants are C1C(=O)N([Cl:8])C(=O)C1.[CH3:9][N:10]1[C:14]([C:15]2[CH:16]=[C:17]([C:20]([O:22][CH3:23])=[O:21])[S:18][CH:19]=2)=[C:13]([CH3:24])[CH:12]=[N:11]1. The catalyst is O1CCCC1. The product is [Cl:8][C:12]1[C:13]([CH3:24])=[C:14]([C:15]2[CH:16]=[C:17]([C:20]([O:22][CH3:23])=[O:21])[S:18][CH:19]=2)[N:10]([CH3:9])[N:11]=1. The yield is 0.910. (4) The reactants are C(OC(=O)[NH:7][CH2:8][C:9]([N:11]1[CH2:16][CH2:15][N:14]([S:17]([C:20]2[CH:25]=[CH:24][C:23]([O:26][CH2:27][C:28]#[C:29][CH3:30])=[CH:22][CH:21]=2)(=[O:19])=[O:18])[CH:13]([C:31](=[O:34])[NH:32][OH:33])[CH2:12]1)=[O:10])(C)(C)C.FC(F)(F)C(O)=O. The catalyst is C(Cl)Cl.C(OCC)(=O)C. The product is [OH:33][NH:32][C:31]([CH:13]1[CH2:12][N:11]([C:9](=[O:10])[CH2:8][NH2:7])[CH2:16][CH2:15][N:14]1[S:17]([C:20]1[CH:25]=[CH:24][C:23]([O:26][CH2:27][C:28]#[C:29][CH3:30])=[CH:22][CH:21]=1)(=[O:19])=[O:18])=[O:34]. The yield is 0.950. (5) The reactants are O1CCCC1.[CH2:6]([O:8][CH:9]([O:12][CH2:13][CH3:14])[CH2:10][OH:11])[CH3:7].CN(C)C(=O)C.[Cl:21][C:22]1[N:27]=[CH:26][C:25]([F:28])=[CH:24][N:23]=1. The catalyst is O. The product is [CH2:6]([O:8][CH:9]([O:12][CH2:13][CH3:14])[CH2:10][O:11][C:22]1[N:27]=[CH:26][C:25]([F:28])=[CH:24][N:23]=1)[CH3:7].[Cl:21][C:22]1[N:27]=[CH:26][C:25]([O:11][CH2:10][CH:9]([O:12][CH2:13][CH3:14])[O:8][CH2:6][CH3:7])=[CH:24][N:23]=1. The yield is 0.670.